Dataset: Catalyst prediction with 721,799 reactions and 888 catalyst types from USPTO. Task: Predict which catalyst facilitates the given reaction. (1) Reactant: C(=O)([O-])[O-].[K+].[K+].[I-].[Na+].[NH:9]1[C:13]2[CH:14]=[CH:15][CH:16]=[CH:17][C:12]=2[N:11]=[C:10]1[CH2:18][N:19]1[CH:24]=[CH:23][C:22]2[O:25][C:26]([CH3:28])=[CH:27][C:21]=2[C:20]1=[O:29].Cl[CH2:31][CH2:32][O:33][C:34]1[CH:51]=[CH:50][C:37]2[N:38]([CH2:48][CH3:49])[C:39](=[O:47])[C:40]([CH3:46])([CH3:45])[C:41](=[O:44])[N:42]([CH3:43])[C:36]=2[CH:35]=1. Product: [CH2:48]([N:38]1[C:39](=[O:47])[C:40]([CH3:46])([CH3:45])[C:41](=[O:44])[N:42]([CH3:43])[C:36]2[CH:35]=[C:34]([O:33][CH2:32][CH2:31][N:9]3[C:13]4[CH:14]=[CH:15][CH:16]=[CH:17][C:12]=4[N:11]=[C:10]3[CH2:18][N:19]3[CH:24]=[CH:23][C:22]4[O:25][C:26]([CH3:28])=[CH:27][C:21]=4[C:20]3=[O:29])[CH:51]=[CH:50][C:37]1=2)[CH3:49]. The catalyst class is: 3. (2) Reactant: [CH3:1][N:2]1[C:10]2[C:5](=[CH:6][C:7]([N+:11]([O-])=O)=[CH:8][CH:9]=2)[C:4]2([CH2:15][CH2:14]2)[C:3]1=[O:16].O.O.[Sn](Cl)Cl. Product: [NH2:11][C:7]1[CH:6]=[C:5]2[C:10](=[CH:9][CH:8]=1)[N:2]([CH3:1])[C:3](=[O:16])[C:4]12[CH2:14][CH2:15]1. The catalyst class is: 13. (3) Reactant: [N+:1]([C:4]1[CH:5]=[CH:6][C:7]2[O:13][CH2:12][C@@H:11]3[CH2:14][CH2:15][CH2:16][N:10]3[CH2:9][C:8]=2[CH:17]=1)([O-])=O.N.[H][H]. Product: [CH2:14]1[C@H:11]2[CH2:12][O:13][C:7]3[CH:6]=[CH:5][C:4]([NH2:1])=[CH:17][C:8]=3[CH2:9][N:10]2[CH2:16][CH2:15]1. The catalyst class is: 19. (4) Reactant: [OH:1][N:2]1[C:6](=[O:7])[C:5]2=[CH:8][CH:9]=[CH:10][CH:11]=[C:4]2[C:3]1=[O:12].Cl[C:14]([O:16][CH2:17][CH2:18][CH2:19][CH2:20][CH2:21][CH2:22][CH2:23][CH2:24][CH2:25][CH2:26][CH2:27][CH2:28][CH2:29][CH2:30][CH2:31][CH2:32][CH2:33][CH3:34])=[O:15].C(N(CC)CC)C. Product: [CH2:17]([O:16][C:14](=[O:15])[O:1][N:2]1[C:3](=[O:12])[C:4]2[C:5](=[CH:8][CH:9]=[CH:10][CH:11]=2)[C:6]1=[O:7])[CH2:18][CH2:19][CH2:20][CH2:21][CH2:22][CH2:23][CH2:24][CH2:25][CH2:26][CH2:27][CH2:28][CH2:29][CH2:30][CH2:31][CH2:32][CH2:33][CH3:34]. The catalyst class is: 7. (5) Reactant: [CH2:1]([OH:12])[CH2:2][CH2:3][CH2:4][CH2:5][CH2:6][CH2:7][CH2:8][CH2:9][CH2:10][OH:11].[C:13]12[C:19](=[CH:20][CH:21]=[CH:22][CH:23]=1)[NH:18]C(=O)[O:16][C:14]2=O.[N:25]12[CH2:32][CH2:31]N(CC1)CC2.CN(C)[CH:35]=[O:36]. Product: [C:35]([O:12][CH2:1][CH2:2][CH2:3][CH2:4][CH2:5][CH2:6][CH2:7][CH2:8][CH2:9][CH2:10][O:11][C:14](=[O:16])[C:13]1[C:19](=[CH:20][CH:21]=[CH:22][CH:23]=1)[NH2:18])(=[O:36])[C:4]1[C:32](=[CH:31][CH:1]=[CH:2][CH:3]=1)[NH2:25]. The catalyst class is: 72. (6) Reactant: [C:1]([CH:4]([CH2:10][C:11]([C:13]1[CH:18]=[CH:17][C:16]([Cl:19])=[CH:15][CH:14]=1)=O)C(OCC)=O)(=O)[CH3:2].[Cl:20][C:21]1[CH:27]=[CH:26][C:24]([NH2:25])=[CH:23][CH:22]=1.CC1C=CC(S(O)(=O)=O)=CC=1.O. Product: [Cl:20][C:21]1[CH:27]=[CH:26][C:24]([N:25]2[C:1]([CH3:2])=[CH:4][CH:10]=[C:11]2[C:13]2[CH:14]=[CH:15][C:16]([Cl:19])=[CH:17][CH:18]=2)=[CH:23][CH:22]=1. The catalyst class is: 11.